This data is from Forward reaction prediction with 1.9M reactions from USPTO patents (1976-2016). The task is: Predict the product of the given reaction. (1) Given the reactants [CH2:1]([O:7][C:8]1[CH:15]=[CH:14][C:11]([CH:12]=O)=[CH:10][CH:9]=1)[CH2:2][CH2:3][CH2:4][C:5]#[CH:6].[OH:16][C:17]1[CH:22]=[CH:21][CH:20]=[CH:19][C:18]=1[C:23](=[O:25])[CH3:24], predict the reaction product. The product is: [CH2:1]([O:7][C:8]1[CH:15]=[CH:14][C:11]([CH:12]=[CH:24][C:23]([C:18]2[CH:19]=[CH:20][CH:21]=[CH:22][C:17]=2[OH:16])=[O:25])=[CH:10][CH:9]=1)[CH2:2][CH2:3][CH2:4][C:5]#[CH:6]. (2) Given the reactants [CH3:1][N:2]([CH2:4][C:5]1[N:6]=[C:7]([NH:10]C(=O)C)[S:8][CH:9]=1)[CH3:3].[ClH:14], predict the reaction product. The product is: [ClH:14].[ClH:14].[CH3:1][N:2]([CH2:4][C:5]1[N:6]=[C:7]([NH2:10])[S:8][CH:9]=1)[CH3:3]. (3) Given the reactants [C:1]([O:5][C:6]([NH:8][CH:9]([C:11]1[C:20]([C:21]2[CH:26]=[CH:25][CH:24]=[CH:23][CH:22]=2)=[C:19]([C:27]([OH:29])=O)[C:18]2[C:13](=[CH:14][CH:15]=[CH:16][N:17]=2)[N:12]=1)[CH3:10])=[O:7])([CH3:4])([CH3:3])[CH3:2].C1C[N:33]([P+](ON2N=NC3C=CC=CC2=3)(N2CCCC2)N2CCCC2)[CH2:32]C1.F[P-](F)(F)(F)(F)F.CN.C(N(C(C)C)C(C)C)C, predict the reaction product. The product is: [CH3:32][NH:33][C:27]([C:19]1[C:18]2[C:13](=[CH:14][CH:15]=[CH:16][N:17]=2)[N:12]=[C:11]([CH:9]([NH:8][C:6](=[O:7])[O:5][C:1]([CH3:2])([CH3:4])[CH3:3])[CH3:10])[C:20]=1[C:21]1[CH:22]=[CH:23][CH:24]=[CH:25][CH:26]=1)=[O:29].